From a dataset of Full USPTO retrosynthesis dataset with 1.9M reactions from patents (1976-2016). Predict the reactants needed to synthesize the given product. (1) Given the product [Cl:15][C:16]([Cl:20])([Cl:19])[C:17](=[NH:18])[O:14][CH:10]([C:7]1[CH:6]=[CH:5][C:4]([Br:3])=[CH:9][CH:8]=1)[CH:11]([CH3:12])[CH3:13], predict the reactants needed to synthesize it. The reactants are: [H-].[Na+].[Br:3][C:4]1[CH:9]=[CH:8][C:7]([CH:10]([OH:14])[CH:11]([CH3:13])[CH3:12])=[CH:6][CH:5]=1.[Cl:15][C:16]([Cl:20])([Cl:19])[C:17]#[N:18].CC(C)=O.CCOC(C)=O. (2) Given the product [CH2:30]([CH:31]1[O:26][C@H:20]2[C@H:19]([CH3:27])[O:18][C:17](=[O:28])[C@@H:16]([N:8]([C:9]([O:10][C:11]([CH3:14])([CH3:13])[CH3:12])=[O:15])[C:6](=[O:7])[O:5][C:1]([CH3:2])([CH3:3])[CH3:4])[CH2:24][CH2:23][CH2:22][C@@H:21]2[O:25]1)[CH3:29], predict the reactants needed to synthesize it. The reactants are: [C:1]([O:5][C:6]([N:8]([C@H:16]1[CH2:24][CH2:23][CH2:22][C@H:21]([OH:25])[C@@H:20]([OH:26])[C@H:19]([CH3:27])[O:18][C:17]1=[O:28])[C:9](=[O:15])[O:10][C:11]([CH3:14])([CH3:13])[CH3:12])=[O:7])([CH3:4])([CH3:3])[CH3:2].[CH3:29][C:30]1C=CC(S(O)(=O)=O)=C[CH:31]=1.C(=O)CC.[O-]S([O-])(=O)=O.[Mg+2]. (3) Given the product [CH3:14][O:13][CH2:12][CH2:11][N:8]1[CH:7]=[N:6][C:5]2[C:9]1=[N:10][C:2]([N:22]1[CH2:27][CH2:26][O:25][CH2:24][CH2:23]1)=[N:3][C:4]=2[C:15]1[CH:16]=[C:17]([OH:21])[CH:18]=[CH:19][CH:20]=1, predict the reactants needed to synthesize it. The reactants are: Cl[C:2]1[N:10]=[C:9]2[C:5]([N:6]=[CH:7][N:8]2[CH2:11][CH2:12][O:13][CH3:14])=[C:4]([C:15]2[CH:16]=[C:17]([OH:21])[CH:18]=[CH:19][CH:20]=2)[N:3]=1.[NH:22]1[CH2:27][CH2:26][O:25][CH2:24][CH2:23]1. (4) Given the product [Br:7][C:15]1([CH2:21][C:22]2[CH:27]=[CH:26][CH:25]=[C:24]([Cl:28])[CH:23]=2)[C:14]2[C:18](=[CH:19][C:11]([Cl:10])=[CH:12][CH:13]=2)[NH:17][C:16]1=[O:20], predict the reactants needed to synthesize it. The reactants are: C1C=C[NH+]=CC=1.[Br:7][Br-]Br.[Cl:10][C:11]1[CH:19]=[C:18]2[C:14]([CH:15]([CH2:21][C:22]3[CH:27]=[CH:26][CH:25]=[C:24]([Cl:28])[CH:23]=3)[C:16](=[O:20])[NH:17]2)=[CH:13][CH:12]=1. (5) Given the product [CH3:1][O:2][C:3](=[O:19])[C:4]1[CH:9]=[CH:8][CH:7]=[C:6]([CH2:10][N:11]2[C:16](=[O:17])[CH:15]=[CH:14][C:13]([C:28]3[CH:33]=[N:32][C:31]([CH2:34][OH:35])=[CH:30][CH:29]=3)=[N:12]2)[CH:5]=1, predict the reactants needed to synthesize it. The reactants are: [CH3:1][O:2][C:3](=[O:19])[C:4]1[CH:9]=[CH:8][CH:7]=[C:6]([CH2:10][N:11]2[C:16](=[O:17])[CH:15]=[CH:14][C:13](Cl)=[N:12]2)[CH:5]=1.CC1(C)C(C)(C)OB([C:28]2[CH:29]=[CH:30][C:31]([CH2:34][OH:35])=[N:32][CH:33]=2)O1.C([O-])([O-])=O.[Na+].[Na+]. (6) Given the product [NH:6]1[C:10]2[CH:11]=[CH:12][CH:13]=[CH:14][C:9]=2[NH:8][C:7]1=[C:15]([C:16]([C:18]1[CH:25]=[CH:24][CH:23]=[C:20]([CH:21]([OH:22])[CH2:37][C:38](=[O:39])[CH3:40])[CH:19]=1)=[O:17])[C:26]([C:28]1[CH:33]=[CH:32][CH:31]=[C:30]([F:34])[CH:29]=1)=[O:27], predict the reactants needed to synthesize it. The reactants are: C1COCC1.[NH:6]1[C:10]2[CH:11]=[CH:12][CH:13]=[CH:14][C:9]=2[NH:8][C:7]1=[C:15]([C:26]([C:28]1[CH:33]=[CH:32][CH:31]=[C:30]([F:34])[CH:29]=1)=[O:27])[C:16]([C:18]1[CH:19]=[C:20]([CH:23]=[CH:24][CH:25]=1)[CH:21]=[O:22])=[O:17].[Cl-].[NH4+].[CH3:37][C:38]([CH3:40])=[O:39]. (7) Given the product [NH2:1][C:2]1[CH:9]=[CH:8][C:7]([C:10](=[O:17])[C:11]2[CH:16]=[CH:15][CH:14]=[CH:13][CH:12]=2)=[CH:6][C:3]=1[CH2:4][NH:18][CH2:19][CH2:20][NH:21][C:22]([CH:24]1[CH2:29][CH2:28][CH2:27][CH2:26][CH2:25]1)=[O:23], predict the reactants needed to synthesize it. The reactants are: [NH2:1][C:2]1[CH:9]=[CH:8][C:7]([C:10](=[O:17])[C:11]2[CH:16]=[CH:15][CH:14]=[CH:13][CH:12]=2)=[CH:6][C:3]=1[CH:4]=O.[NH2:18][CH2:19][CH2:20][NH:21][C:22]([CH:24]1[CH2:29][CH2:28][CH2:27][CH2:26][CH2:25]1)=[O:23].S1C=CC=C1. (8) Given the product [CH2:22]([C:26]1[O:30][N:29]=[C:28]([CH2:31][NH:32][C:2]2[C:11]3[C:6](=[CH:7][CH:8]=[CH:9][CH:10]=3)[N:5]=[CH:4][C:3]=2[N+:12]([O-:14])=[O:13])[CH:27]=1)[CH2:23][CH2:24][CH3:25], predict the reactants needed to synthesize it. The reactants are: Cl[C:2]1[C:11]2[C:6](=[CH:7][CH:8]=[CH:9][CH:10]=2)[N:5]=[CH:4][C:3]=1[N+:12]([O-:14])=[O:13].C(N(CC)CC)C.[CH2:22]([C:26]1[O:30][N:29]=[C:28]([CH2:31][NH2:32])[CH:27]=1)[CH2:23][CH2:24][CH3:25].